This data is from Full USPTO retrosynthesis dataset with 1.9M reactions from patents (1976-2016). The task is: Predict the reactants needed to synthesize the given product. (1) Given the product [C:11]1([C:20]2[CH:25]=[CH:24][CH:23]=[CH:22][CH:21]=2)[CH:16]=[CH:15][C:14]([C:3]2[C:2]([Cl:1])=[CH:7][C:6]3[NH:8][C:34]([CH2:33][C:29]4[CH:30]=[CH:31][CH:32]=[C:27]([Br:26])[CH:28]=4)=[N:9][C:5]=3[CH:4]=2)=[CH:13][CH:12]=1, predict the reactants needed to synthesize it. The reactants are: [Cl:1][C:2]1[C:3](I)=[CH:4][C:5]([NH2:9])=[C:6]([NH2:8])[CH:7]=1.[C:11]1([C:20]2[CH:25]=[CH:24][CH:23]=[CH:22][CH:21]=2)[CH:16]=[CH:15][C:14](B(O)O)=[CH:13][CH:12]=1.[Br:26][C:27]1[CH:28]=[C:29]([CH2:33][C:34](O)=O)[CH:30]=[CH:31][CH:32]=1.P(OC1C=CC=CC=1)(OC1C=CC=CC=1)OC1C=CC=CC=1. (2) The reactants are: Cl.[N:2]1([NH2:8])[CH2:7][CH2:6][CH2:5][CH2:4][CH2:3]1.C[Al](C)C.[Cl:13][C:14]1[CH:19]=[CH:18][C:17]([C:20]2[N:21]=[C:22]([CH2:38][N:39]3[N:43]=[N:42][C:41]([CH:44]4[CH2:46][CH2:45]4)=[N:40]3)[C:23]([C:33](OCC)=[O:34])=[N:24][C:25]=2[C:26]2[CH:31]=[CH:30][C:29]([Cl:32])=[CH:28][CH:27]=2)=[CH:16][CH:15]=1. Given the product [Cl:13][C:14]1[CH:15]=[CH:16][C:17]([C:20]2[N:21]=[C:22]([CH2:38][N:39]3[N:43]=[N:42][C:41]([CH:44]4[CH2:46][CH2:45]4)=[N:40]3)[C:23]([C:33]([NH:8][N:2]3[CH2:7][CH2:6][CH2:5][CH2:4][CH2:3]3)=[O:34])=[N:24][C:25]=2[C:26]2[CH:27]=[CH:28][C:29]([Cl:32])=[CH:30][CH:31]=2)=[CH:18][CH:19]=1, predict the reactants needed to synthesize it. (3) Given the product [CH3:33][S:30]([OH:34])(=[O:32])=[O:31].[Cl:1][C:2]1[CH:3]=[C:4]([CH:26]=[CH:27][C:28]=1[F:29])[C:5]([NH:7][C@H:8]1[CH2:13][CH2:12][C@@H:11]([NH:14][C:15]2[CH:24]=[C:23]([CH3:25])[C:22]3[C:17](=[CH:18][CH:19]=[CH:20][CH:21]=3)[N:16]=2)[CH2:10][CH2:9]1)=[O:6], predict the reactants needed to synthesize it. The reactants are: [Cl:1][C:2]1[CH:3]=[C:4]([CH:26]=[CH:27][C:28]=1[F:29])[C:5]([NH:7][C@H:8]1[CH2:13][CH2:12][C@@H:11]([NH:14][C:15]2[CH:24]=[C:23]([CH3:25])[C:22]3[C:17](=[CH:18][CH:19]=[CH:20][CH:21]=3)[N:16]=2)[CH2:10][CH2:9]1)=[O:6].[S:30]([OH:34])([CH3:33])(=[O:32])=[O:31].